Task: Predict the reactants needed to synthesize the given product.. Dataset: Full USPTO retrosynthesis dataset with 1.9M reactions from patents (1976-2016) (1) Given the product [Cl:17][C:14]1[CH:15]=[CH:16][C:11]([NH:10][C:8]([C:3]2[C:4]([CH3:7])=[N:5][S:6][C:2]=2[NH:1][C:20]2[CH:29]=[N:28][C:27]3[C:22](=[CH:23][CH:24]=[CH:25][CH:26]=3)[N:21]=2)=[O:9])=[CH:12][C:13]=1[F:18], predict the reactants needed to synthesize it. The reactants are: [NH2:1][C:2]1[S:6][N:5]=[C:4]([CH3:7])[C:3]=1[C:8]([NH:10][C:11]1[CH:16]=[CH:15][C:14]([Cl:17])=[C:13]([F:18])[CH:12]=1)=[O:9].Cl[C:20]1[CH:29]=[N:28][C:27]2[C:22](=[CH:23][CH:24]=[CH:25][CH:26]=2)[N:21]=1.C(=O)([O-])[O-].[Cs+].[Cs+].CC1(C)C2C(=C(P(C3C=CC=CC=3)C3C=CC=CC=3)C=CC=2)OC2C(P(C3C=CC=CC=3)C3C=CC=CC=3)=CC=CC1=2. (2) Given the product [S:26]1[CH:27]=[CH:28][CH:29]=[C:25]1[C:2]1[S:6][C:5]([N:7]2[CH2:11][C@:10]3([CH:16]4[CH2:17][CH2:18][N:13]([CH2:14][CH2:15]4)[CH2:12]3)[O:9][C:8]2=[O:19])=[CH:4][CH:3]=1, predict the reactants needed to synthesize it. The reactants are: Br[C:2]1[S:6][C:5]([N:7]2[CH2:11][C@:10]3([CH:16]4[CH2:17][CH2:18][N:13]([CH2:14][CH2:15]4)[CH2:12]3)[O:9][C:8]2=[O:19])=[CH:4][CH:3]=1.C([Sn](CCCC)(CCCC)[C:25]1[S:26][CH:27]=[CH:28][CH:29]=1)CCC. (3) Given the product [Cl:8][C:5]1[N:6]=[CH:7][C:2]([C:40]2[S:44][C:43]([NH:45][C:46](=[O:48])[CH3:47])=[N:42][C:41]=2[CH3:49])=[CH:3][C:4]=1[S:9]([CH3:12])(=[O:11])=[O:10], predict the reactants needed to synthesize it. The reactants are: Br[C:2]1[CH:3]=[C:4]([S:9]([CH3:12])(=[O:11])=[O:10])[C:5]([Cl:8])=[N:6][CH:7]=1.ClCCl.B1(B2OC(C)(C)C(C)(C)O2)OC(C)(C)C(C)(C)O1.C([O-])(=O)C.[K+].I[C:40]1[S:44][C:43]([NH:45][C:46](=[O:48])[CH3:47])=[N:42][C:41]=1[CH3:49].C(=O)([O-])[O-].[Na+].[Na+].